From a dataset of Reaction yield outcomes from USPTO patents with 853,638 reactions. Predict the reaction yield, written as a fraction of the theoretical maximum amount of product (1.0 means a 100% yield; for example, 0.34 means a 34% yield). (1) The reactants are Br[C:2]1[CH:28]=[CH:27][C:5]([CH2:6][S:7][C:8]2[C:18]3[CH2:17][CH2:16][N:15]([C:19]([O:21][C:22]([CH3:25])([CH3:24])[CH3:23])=[O:20])[CH2:14][CH2:13][C:12]=3[CH:11]=[CH:10][C:9]=2[Cl:26])=[CH:4][C:3]=1[F:29].[F:30][C:31]1[CH:32]=[CH:33][C:34]([O:40][CH3:41])=[C:35](B(O)O)[CH:36]=1.C(=O)([O-])[O-].[K+].[K+].C1(P(C2C=CC=CC=2)C2C=CC=CC=2)C=CC=CC=1. The catalyst is O1CCOCC1.O.Cl[Pd](Cl)([P](C1C=CC=CC=1)(C1C=CC=CC=1)C1C=CC=CC=1)[P](C1C=CC=CC=1)(C1C=CC=CC=1)C1C=CC=CC=1. The product is [C:22]([O:21][C:19]([N:15]1[CH2:16][CH2:17][C:18]2[C:8]([S:7][CH2:6][C:5]3[CH:27]=[CH:28][C:2]([C:33]4[CH:32]=[C:31]([F:30])[CH:36]=[CH:35][C:34]=4[O:40][CH3:41])=[C:3]([F:29])[CH:4]=3)=[C:9]([Cl:26])[CH:10]=[CH:11][C:12]=2[CH2:13][CH2:14]1)=[O:20])([CH3:25])([CH3:24])[CH3:23]. The yield is 0.930. (2) The reactants are [F:1][C:2]([F:7])([F:6])[C:3]([OH:5])=[O:4].[F:8][C:9]([F:14])([F:13])[C:10]([OH:12])=[O:11].S1C=CN=C1N.[CH3:21][C:22]1[N:23]=[C:24]([NH:27][C:28]2[N:33]=[CH:32][C:31]([S:34]CCC(OC)=O)=[CH:30][C:29]=2[O:41][C:42]2[CH:47]=[CH:46][CH:45]=[CH:44][CH:43]=2)[S:25][CH:26]=1.CC([O-])(C)C.[K+].CS(O[CH:59]([CH:61]1[CH2:66][CH2:65][N:64](C(OC(C)(C)C)=O)[CH2:63][CH2:62]1)[CH3:60])(=O)=O.[NH4+].[Cl-]. The catalyst is C1COCC1. The product is [F:1][C:2]([F:7])([F:6])[C:3]([OH:5])=[O:4].[F:8][C:9]([F:14])([F:13])[C:10]([OH:12])=[O:11].[CH3:21][C:22]1[N:23]=[C:24]([NH:27][C:28]2[C:29]([O:41][C:42]3[CH:47]=[CH:46][CH:45]=[CH:44][CH:43]=3)=[CH:30][C:31]([S:34][CH:59]([CH:61]3[CH2:62][CH2:63][NH:64][CH2:65][CH2:66]3)[CH3:60])=[CH:32][N:33]=2)[S:25][CH:26]=1. The yield is 0.148. (3) The reactants are Br[C:2]1[CH:3]=[C:4]([CH:8]=[CH:9][CH:10]=1)[C:5]([NH2:7])=[O:6].C1(C)C=CC=CC=1.C([O-])([O-])=O.[Na+].[Na+].[CH3:24][O:25][C:26]1[CH:27]=[C:28](B(O)O)[CH:29]=[CH:30][CH:31]=1. The catalyst is O.CCO.C1C=CC([P]([Pd]([P](C2C=CC=CC=2)(C2C=CC=CC=2)C2C=CC=CC=2)([P](C2C=CC=CC=2)(C2C=CC=CC=2)C2C=CC=CC=2)[P](C2C=CC=CC=2)(C2C=CC=CC=2)C2C=CC=CC=2)(C2C=CC=CC=2)C2C=CC=CC=2)=CC=1. The product is [CH3:24][O:25][C:26]1[CH:31]=[C:30]([C:2]2[CH:10]=[CH:9][CH:8]=[C:4]([C:5]([NH2:7])=[O:6])[CH:3]=2)[CH:29]=[CH:28][CH:27]=1. The yield is 0.740. (4) The reactants are [OH:1][C:2]1[C:11]2[C:6](=[CH:7][CH:8]=[CH:9][CH:10]=2)[C@@:5]([NH:17]OC)([CH2:12][CH2:13][CH:14]([CH3:16])[CH3:15])[C:4](=[O:20])[C:3]=1[C:21]1[NH:26][C:25]2[CH:27]=[CH:28][C:29]([NH:31][C:32](=[O:38])[O:33][C:34]([CH3:37])([CH3:36])[CH3:35])=[CH:30][C:24]=2[S:23](=[O:40])(=[O:39])[N:22]=1. The catalyst is CC#N.O.[C-]#[O+].[C-]#[O+].[C-]#[O+].[C-]#[O+].[C-]#[O+].[C-]#[O+].[Mo]. The product is [NH2:17][C@@:5]1([CH2:12][CH2:13][CH:14]([CH3:16])[CH3:15])[C:6]2[C:11](=[CH:10][CH:9]=[CH:8][CH:7]=2)[C:2]([OH:1])=[C:3]([C:21]2[NH:26][C:25]3[CH:27]=[CH:28][C:29]([NH:31][C:32](=[O:38])[O:33][C:34]([CH3:37])([CH3:36])[CH3:35])=[CH:30][C:24]=3[S:23](=[O:40])(=[O:39])[N:22]=2)[C:4]1=[O:20]. The yield is 0.780. (5) The reactants are C([O:8][C:9](=O)[CH2:10][CH:11]([NH:17][C:18]([O:20][C:21]([CH3:24])([CH3:23])[CH3:22])=[O:19])[C:12]1[NH:16][N:15]=[N:14][N:13]=1)C1C=CC=CC=1.[NH3:26]. The catalyst is CO. The product is [C:21]([O:20][C:18](=[O:19])[NH:17][CH:11]([C:12]1[NH:16][N:15]=[N:14][N:13]=1)[CH2:10][C:9](=[O:8])[NH2:26])([CH3:24])([CH3:23])[CH3:22]. The yield is 0.480.